Dataset: Forward reaction prediction with 1.9M reactions from USPTO patents (1976-2016). Task: Predict the product of the given reaction. (1) Given the reactants [NH2:1][CH:2]([CH:14]([CH3:17])[CH2:15][CH3:16])[C:3]([NH:5][CH2:6][CH2:7][N:8]1[CH2:13][CH2:12][O:11][CH2:10][CH2:9]1)=[O:4].C(O)C.[S:21](=[O:25])(=[O:24])([OH:23])[OH:22], predict the reaction product. The product is: [S:21]([O:23][S:21]([OH:24])(=[O:23])=[O:22])([OH:22])(=[O:25])=[O:24].[NH2:1][CH:2]([CH:14]([CH3:17])[CH2:15][CH3:16])[C:3]([NH:5][CH2:6][CH2:7][N:8]1[CH2:13][CH2:12][O:11][CH2:10][CH2:9]1)=[O:4]. (2) Given the reactants [CH2:1]([N:8]1[CH2:13][C:12]([F:15])([F:14])[C:11]([OH:16])=[C:10](C(OCC)=O)[CH2:9]1)[C:2]1[CH:7]=[CH:6][CH:5]=[CH:4][CH:3]=1.Cl.[O:23]1CCOCC1, predict the reaction product. The product is: [CH2:1]([N:8]1[CH2:9][CH2:10][C:11]([OH:16])([OH:23])[C:12]([F:14])([F:15])[CH2:13]1)[C:2]1[CH:3]=[CH:4][CH:5]=[CH:6][CH:7]=1. (3) The product is: [F:39][C:10]1[C:9]([O:8][CH2:7][CH2:6][OH:5])=[CH:14][C:13]([O:15][CH3:16])=[CH:12][C:11]=1[CH:17]([NH:30][C:31]1[CH:32]=[CH:33][C:34]([C:37]#[N:38])=[CH:35][CH:36]=1)[C:18]1[NH:22][C:21](=[O:23])[N:20]([C:24]2[N:25]=[CH:26][CH:27]=[CH:28][N:29]=2)[N:19]=1. Given the reactants C(OC(=O)[O:5][CH2:6][CH2:7][O:8][C:9]1[CH:14]=[C:13]([O:15][CH3:16])[CH:12]=[C:11]([CH:17]([NH:30][C:31]2[CH:36]=[CH:35][C:34]([C:37]#[N:38])=[CH:33][CH:32]=2)[C:18]2[NH:22][C:21](=[O:23])[N:20]([C:24]3[N:29]=[CH:28][CH:27]=[CH:26][N:25]=3)[N:19]=2)[C:10]=1[F:39])C.[OH-].[Na+].C(O)(=O)C, predict the reaction product. (4) Given the reactants [N:1]1[CH:6]=[CH:5][CH:4]=[CH:3][C:2]=1[C:7]1[CH:14]=[CH:13][C:10]([CH:11]=O)=[CH:9][CH:8]=1.[Br-].[O:16]1CCO[CH:17]1[CH2:21][P+](C1C=CC=CC=1)(C1C=CC=CC=1)C1C=CC=CC=1.COCCOCCN(CCOCCOC)CCOCCOC, predict the reaction product. The product is: [N:1]1[CH:6]=[CH:5][CH:4]=[CH:3][C:2]=1[C:7]1[CH:14]=[CH:13][C:10](/[CH:11]=[CH:21]/[CH:17]=[O:16])=[CH:9][CH:8]=1. (5) Given the reactants ClC(Cl)(Cl)C(Cl)(Cl)Cl.C1(P(C2C=CC=CC=2)C2C=CC=CC=2)C=CC=CC=1.[CH3:28][O:29][C:30](=[O:46])[C:31]1[CH:42]=[C:41]([N+:43]([O-:45])=[O:44])[CH:40]=[C:33]([C:34]([NH:36][CH2:37][CH:38]=[O:39])=O)[CH:32]=1.N1C=CC=CC=1, predict the reaction product. The product is: [CH3:28][O:29][C:30](=[O:46])[C:31]1[CH:32]=[C:33]([C:34]2[O:39][CH:38]=[CH:37][N:36]=2)[CH:40]=[C:41]([N+:43]([O-:45])=[O:44])[CH:42]=1. (6) Given the reactants [CH:1]1([NH2+]C2CCCCC2)CCCC[CH2:2]1.[CH2:14]([O:21][C:22]([NH:24][C@@H:25]([CH2:29][CH2:30][C:31]#[N:32])[C:26]([O-:28])=[O:27])=[O:23])[C:15]1[CH:20]=[CH:19][CH:18]=[CH:17][CH:16]=1.CN(C(ON1N=NC2C=CC=CC1=2)=[N+](C)C)C.[B-](F)(F)(F)F.CCN(C(C)C)C(C)C.C(O)C, predict the reaction product. The product is: [CH2:14]([O:21][C:22]([NH:24][C@@H:25]([CH2:29][CH2:30][C:31]#[N:32])[C:26]([O:28][CH2:1][CH3:2])=[O:27])=[O:23])[C:15]1[CH:16]=[CH:17][CH:18]=[CH:19][CH:20]=1. (7) Given the reactants [CH3:1][CH:2]([NH2:9])[C:3]1[CH:8]=[CH:7][CH:6]=[CH:5][CH:4]=1.C(N(CC)CC)C.C[Si](Cl)(C)C.Cl.C(N(CC)CC)C.C([Li])CCC.[CH3:35][O:36][C:37](=[O:50])[CH:38]=[CH:39][C:40]1[CH:41]=[N:42][C:43]2[C:48]([CH:49]=1)=[CH:47][CH:46]=[CH:45][CH:44]=2, predict the reaction product. The product is: [CH3:35][O:36][C:37](=[O:50])[CH2:38][CH:39]([NH:9][CH:2]([CH3:1])[C:3]1[CH:8]=[CH:7][CH:6]=[CH:5][CH:4]=1)[C:40]1[CH:41]=[N:42][C:43]2[C:48]([CH:49]=1)=[CH:47][CH:46]=[CH:45][CH:44]=2.